Dataset: NCI-60 drug combinations with 297,098 pairs across 59 cell lines. Task: Regression. Given two drug SMILES strings and cell line genomic features, predict the synergy score measuring deviation from expected non-interaction effect. (1) Drug 1: CC1C(C(CC(O1)OC2CC(CC3=C2C(=C4C(=C3O)C(=O)C5=C(C4=O)C(=CC=C5)OC)O)(C(=O)C)O)N)O.Cl. Drug 2: C1=NC2=C(N1)C(=S)N=CN2. Cell line: A498. Synergy scores: CSS=17.8, Synergy_ZIP=-6.87, Synergy_Bliss=-2.93, Synergy_Loewe=-9.19, Synergy_HSA=-2.97. (2) Drug 1: C1=NC(=NC(=O)N1C2C(C(C(O2)CO)O)O)N. Drug 2: CC1CCC2CC(C(=CC=CC=CC(CC(C(=O)C(C(C(=CC(C(=O)CC(OC(=O)C3CCCCN3C(=O)C(=O)C1(O2)O)C(C)CC4CCC(C(C4)OC)OCCO)C)C)O)OC)C)C)C)OC. Cell line: LOX IMVI. Synergy scores: CSS=54.3, Synergy_ZIP=-0.379, Synergy_Bliss=-0.152, Synergy_Loewe=1.95, Synergy_HSA=1.56. (3) Drug 1: CC(C)CN1C=NC2=C1C3=CC=CC=C3N=C2N. Drug 2: C1C(C(OC1N2C=NC3=C2NC=NCC3O)CO)O. Cell line: U251. Synergy scores: CSS=-1.39, Synergy_ZIP=0.385, Synergy_Bliss=-1.32, Synergy_Loewe=-1.20, Synergy_HSA=-2.42. (4) Drug 1: CNC(=O)C1=CC=CC=C1SC2=CC3=C(C=C2)C(=NN3)C=CC4=CC=CC=N4. Drug 2: CCCS(=O)(=O)NC1=C(C(=C(C=C1)F)C(=O)C2=CNC3=C2C=C(C=N3)C4=CC=C(C=C4)Cl)F. Cell line: OVCAR-4. Synergy scores: CSS=3.35, Synergy_ZIP=-0.423, Synergy_Bliss=1.12, Synergy_Loewe=-1.45, Synergy_HSA=-0.135. (5) Drug 1: C1=CN(C=N1)CC(O)(P(=O)(O)O)P(=O)(O)O. Drug 2: C(=O)(N)NO. Cell line: HL-60(TB). Synergy scores: CSS=-8.20, Synergy_ZIP=5.69, Synergy_Bliss=5.15, Synergy_Loewe=-11.9, Synergy_HSA=-6.54. (6) Drug 1: C1CC(C1)(C(=O)O)C(=O)O.[NH2-].[NH2-].[Pt+2]. Drug 2: CCN(CC)CCNC(=O)C1=C(NC(=C1C)C=C2C3=C(C=CC(=C3)F)NC2=O)C. Cell line: M14. Synergy scores: CSS=12.7, Synergy_ZIP=-3.54, Synergy_Bliss=0.984, Synergy_Loewe=-1.27, Synergy_HSA=0.107. (7) Drug 1: COC1=C(C=C2C(=C1)N=CN=C2NC3=CC(=C(C=C3)F)Cl)OCCCN4CCOCC4. Drug 2: CC1=C(N=C(N=C1N)C(CC(=O)N)NCC(C(=O)N)N)C(=O)NC(C(C2=CN=CN2)OC3C(C(C(C(O3)CO)O)O)OC4C(C(C(C(O4)CO)O)OC(=O)N)O)C(=O)NC(C)C(C(C)C(=O)NC(C(C)O)C(=O)NCCC5=NC(=CS5)C6=NC(=CS6)C(=O)NCCC[S+](C)C)O. Cell line: KM12. Synergy scores: CSS=37.1, Synergy_ZIP=-8.71, Synergy_Bliss=-6.32, Synergy_Loewe=6.37, Synergy_HSA=6.55.